Predict the reaction yield, written as a fraction of the theoretical maximum amount of product (1.0 means a 100% yield; for example, 0.34 means a 34% yield). From a dataset of Reaction yield outcomes from USPTO patents with 853,638 reactions. (1) The reactants are [F:1][C:2]1[CH:3]=C(NC)C(N)=[N:6][CH:7]=1.[C:11]([N:18]1[CH:22]=[CH:21][N:20]=[CH:19]1)(N1C=CN=C1)=O.C1C[O:26]CC1. The catalyst is C(=O)(O)[O-].[Na+]. The product is [F:1][C:2]1[CH:3]=[C:22]2[N:18]([CH3:11])[C:19](=[O:26])[NH:20][C:21]2=[N:6][CH:7]=1. The yield is 0.643. (2) The reactants are [Cl:1][C:2]1[CH:7]=[C:6]([O:8][C:9]2[C:18]3[C:13](=[CH:14][C:15]([OH:21])=[C:16]([O:19][CH3:20])[CH:17]=3)[N:12]=[CH:11][N:10]=2)[CH:5]=[CH:4][C:3]=1[NH:22][C:23](=[O:27])[N:24]([CH3:26])[CH3:25].C(=O)([O-])[O-].[K+].[K+].[C:34]([O:37][CH2:38]CBr)(=[O:36])[CH3:35].O. The catalyst is CN(C)C=O. The product is [Cl:1][C:2]1[CH:7]=[C:6]([CH:5]=[CH:4][C:3]=1[NH:22][C:23]([N:24]([CH3:26])[CH3:25])=[O:27])[O:8][C:9]1[C:18]2[C:13](=[CH:14][C:15]([O:21][CH2:35][C:34]([O:37][CH3:38])=[O:36])=[C:16]([O:19][CH3:20])[CH:17]=2)[N:12]=[CH:11][N:10]=1. The yield is 0.600. (3) The reactants are C[Si](C)(C)CCOC([N:8]1[CH2:13][CH2:12][CH:11]([C:14]2[CH:19]=[CH:18][CH:17]=[C:16]([CH2:20][NH:21][C:22]([O:24][C:25]([CH3:28])([CH3:27])[CH3:26])=[O:23])[CH:15]=2)[CH2:10][CH2:9]1)=O.[F-].C([N+](CCCC)(CCCC)CCCC)CCC. The catalyst is O1CCCC1. The product is [C:25]([O:24][C:22](=[O:23])[NH:21][CH2:20][C:16]1[CH:17]=[CH:18][CH:19]=[C:14]([CH:11]2[CH2:12][CH2:13][NH:8][CH2:9][CH2:10]2)[CH:15]=1)([CH3:28])([CH3:26])[CH3:27]. The yield is 0.930. (4) The reactants are [CH3:1][O:2][C:3]1[CH:8]=[CH:7][C:6]([C:9]2[O:13][N:12]=[CH:11][C:10]=2[C:14](OCC)=[O:15])=[CH:5][CH:4]=1.[H-].C([Al+]CC(C)C)C(C)C.Cl. The catalyst is O1CCCC1. The product is [CH3:1][O:2][C:3]1[CH:4]=[CH:5][C:6]([C:9]2[O:13][N:12]=[CH:11][C:10]=2[CH2:14][OH:15])=[CH:7][CH:8]=1. The yield is 0.970. (5) The catalyst is C(OCC)C.[Cu](I)I.Cl[Pd](Cl)([P](C1C=CC=CC=1)(C1C=CC=CC=1)C1C=CC=CC=1)[P](C1C=CC=CC=1)(C1C=CC=CC=1)C1C=CC=CC=1. The yield is 0.400. The product is [CH3:20][C:18]([O:21][C:22]([NH:24][C@@H:25]([CH2:30][C:31]#[C:32][C:2]1[CH:7]=[CH:6][C:5]([O:8][CH2:9][C:10]2[CH:15]=[CH:14][CH:13]=[CH:12][C:11]=2[F:16])=[CH:4][N:3]=1)[C:26]([O:28][CH3:29])=[O:27])=[O:23])([CH3:17])[CH3:19]. The reactants are Br[C:2]1[CH:7]=[CH:6][C:5]([O:8][CH2:9][C:10]2[CH:15]=[CH:14][CH:13]=[CH:12][C:11]=2[F:16])=[CH:4][N:3]=1.[CH3:17][C:18]([O:21][C:22]([NH:24][C@@H:25]([CH2:30][C:31]#[CH:32])[C:26]([O:28][CH3:29])=[O:27])=[O:23])([CH3:20])[CH3:19].C(NCC)C. (6) The reactants are Cl.[CH3:2][NH:3][CH3:4].[CH2:5]([O:23][C:24]1[CH:25]=[C:26]([CH:29]=[CH:30][C:31]=1[O:32][CH2:33][CH2:34][CH2:35][CH2:36][CH2:37][CH2:38][CH2:39][CH2:40]/[CH:41]=[CH:42]\[CH2:43]/[CH:44]=[CH:45]\[CH2:46][CH2:47][CH2:48][CH2:49][CH3:50])[CH:27]=O)[CH2:6][CH2:7][CH2:8][CH2:9][CH2:10][CH2:11][CH2:12]/[CH:13]=[CH:14]\[CH2:15]/[CH:16]=[CH:17]\[CH2:18][CH2:19][CH2:20][CH2:21][CH3:22].[BH4-].[Na+].N. The catalyst is C(O)C.CC(C)[O-].CC(C)[O-].CC(C)[O-].CC(C)[O-].[Ti+4].ClCCl. The product is [CH3:2][N:3]([CH2:27][C:26]1[CH:29]=[CH:30][C:31]([O:32][CH2:33][CH2:34][CH2:35][CH2:36][CH2:37][CH2:38][CH2:39][CH2:40]/[CH:41]=[CH:42]\[CH2:43]/[CH:44]=[CH:45]\[CH2:46][CH2:47][CH2:48][CH2:49][CH3:50])=[C:24]([O:23][CH2:5][CH2:6][CH2:7][CH2:8][CH2:9][CH2:10][CH2:11][CH2:12]/[CH:13]=[CH:14]\[CH2:15]/[CH:16]=[CH:17]\[CH2:18][CH2:19][CH2:20][CH2:21][CH3:22])[CH:25]=1)[CH3:4]. The yield is 0.740. (7) The reactants are [Br:1][C:2]1[CH:3]=[C:4]([N:9]2[CH2:14][CH2:13][O:12][CH2:11][CH2:10]2)[C:5](F)=[N:6][CH:7]=1.[CH3:15][NH:16][CH3:17].C(O)C. The catalyst is CN(C=O)C. The product is [Br:1][C:2]1[CH:3]=[C:4]([N:9]2[CH2:14][CH2:13][O:12][CH2:11][CH2:10]2)[C:5]([N:16]([CH3:17])[CH3:15])=[N:6][CH:7]=1. The yield is 0.690. (8) The reactants are [O:1]=[S:2]1(=[O:37])[C:8]2[CH:9]=[CH:10][CH:11]=[CH:12][C:7]=2[CH2:6][N:5]([C:13]2[CH:22]=[C:21]([NH:23][C:24]3([CH2:28][NH:29]C(=O)C(F)(F)F)[CH2:27][O:26][CH2:25]3)[C:20]3[C:15](=[CH:16][CH:17]=[C:18]([CH3:36])[CH:19]=3)[N:14]=2)[CH2:4][CH2:3]1.C(=O)([O-])[O-].[K+].[K+]. The catalyst is CO. The product is [NH2:29][CH2:28][C:24]1([NH:23][C:21]2[C:20]3[C:15](=[CH:16][CH:17]=[C:18]([CH3:36])[CH:19]=3)[N:14]=[C:13]([N:5]3[CH2:6][C:7]4[CH:12]=[CH:11][CH:10]=[CH:9][C:8]=4[S:2](=[O:37])(=[O:1])[CH2:3][CH2:4]3)[CH:22]=2)[CH2:25][O:26][CH2:27]1. The yield is 0.148. (9) The reactants are Cl[C:2]1[N:7]=[C:6]([C:8]2[N:9](C(OC(C)(C)C)=O)[C:10]3[C:15]([CH:16]=2)=[C:14]([F:17])[CH:13]=[CH:12][CH:11]=3)[CH:5]=[C:4]([C:25]2[C:26]([N:45]([CH3:50])[S:46]([CH3:49])(=[O:48])=[O:47])=[CH:27][C:28]3[O:32][C:31]([C:33]4[CH:38]=[CH:37][C:36]([F:39])=[CH:35][CH:34]=4)=[C:30]([C:40](=[O:43])[NH:41][CH3:42])[C:29]=3[CH:44]=2)[N:3]=1.[CH3:51][O-:52].[Na+].Cl. The catalyst is CO. The product is [F:17][C:14]1[CH:13]=[CH:12][CH:11]=[C:10]2[C:15]=1[CH:16]=[C:8]([C:6]1[N:7]=[C:2]([O:52][CH3:51])[N:3]=[C:4]([C:25]3[C:26]([N:45]([CH3:50])[S:46]([CH3:49])(=[O:48])=[O:47])=[CH:27][C:28]4[O:32][C:31]([C:33]5[CH:34]=[CH:35][C:36]([F:39])=[CH:37][CH:38]=5)=[C:30]([C:40]([NH:41][CH3:42])=[O:43])[C:29]=4[CH:44]=3)[CH:5]=1)[NH:9]2. The yield is 0.825. (10) The product is [Br:16][CH2:17][C:18]([NH:10][C:5]1[CH:4]=[C:3]([O:2][CH3:1])[CH:8]=[CH:7][C:6]=1[OH:9])=[O:19]. The yield is 0.770. The reactants are [CH3:1][O:2][C:3]1[CH:8]=[CH:7][C:6]([OH:9])=[C:5]([NH2:10])[CH:4]=1.C(=O)(O)[O-].[Na+].[Br:16][CH2:17][C:18](Br)=[O:19]. The catalyst is C(Cl)(Cl)Cl.